Dataset: Forward reaction prediction with 1.9M reactions from USPTO patents (1976-2016). Task: Predict the product of the given reaction. The product is: [F:14][C:2]1[CH:7]=[C:6]([CH3:8])[N:5]=[C:4]([C:9]2[S:13][CH:12]=[N:11][CH:10]=2)[CH:3]=1. Given the reactants Cl[C:2]1[CH:7]=[C:6]([CH3:8])[N:5]=[C:4]([C:9]2[S:13][CH:12]=[N:11][CH:10]=2)[CH:3]=1.[F-:14].[Cs+].CS(C)=O, predict the reaction product.